Dataset: NCI-60 drug combinations with 297,098 pairs across 59 cell lines. Task: Regression. Given two drug SMILES strings and cell line genomic features, predict the synergy score measuring deviation from expected non-interaction effect. (1) Drug 1: CC12CCC3C(C1CCC2=O)CC(=C)C4=CC(=O)C=CC34C. Drug 2: CCN(CC)CCNC(=O)C1=C(NC(=C1C)C=C2C3=C(C=CC(=C3)F)NC2=O)C. Cell line: HCC-2998. Synergy scores: CSS=14.3, Synergy_ZIP=3.73, Synergy_Bliss=-1.03, Synergy_Loewe=-2.06, Synergy_HSA=-2.48. (2) Drug 1: CN1CCC(CC1)COC2=C(C=C3C(=C2)N=CN=C3NC4=C(C=C(C=C4)Br)F)OC. Drug 2: CS(=O)(=O)C1=CC(=C(C=C1)C(=O)NC2=CC(=C(C=C2)Cl)C3=CC=CC=N3)Cl. Cell line: OVCAR-4. Synergy scores: CSS=14.1, Synergy_ZIP=-2.46, Synergy_Bliss=2.80, Synergy_Loewe=1.00, Synergy_HSA=3.48. (3) Drug 2: C1C(C(OC1N2C=NC(=NC2=O)N)CO)O. Drug 1: CC(C)NC(=O)C1=CC=C(C=C1)CNNC.Cl. Cell line: SK-MEL-28. Synergy scores: CSS=1.75, Synergy_ZIP=1.76, Synergy_Bliss=4.98, Synergy_Loewe=-0.859, Synergy_HSA=0.0274. (4) Drug 1: C1CC(C1)(C(=O)O)C(=O)O.[NH2-].[NH2-].[Pt+2]. Drug 2: COC1=NC(=NC2=C1N=CN2C3C(C(C(O3)CO)O)O)N. Cell line: SN12C. Synergy scores: CSS=11.0, Synergy_ZIP=-1.90, Synergy_Bliss=0.311, Synergy_Loewe=-1.80, Synergy_HSA=-1.72. (5) Drug 1: C(=O)(N)NO. Drug 2: CC12CCC3C(C1CCC2O)C(CC4=C3C=CC(=C4)O)CCCCCCCCCS(=O)CCCC(C(F)(F)F)(F)F. Cell line: CAKI-1. Synergy scores: CSS=3.13, Synergy_ZIP=0.0714, Synergy_Bliss=1.67, Synergy_Loewe=0.343, Synergy_HSA=-0.759. (6) Drug 1: CC1CCC2CC(C(=CC=CC=CC(CC(C(=O)C(C(C(=CC(C(=O)CC(OC(=O)C3CCCCN3C(=O)C(=O)C1(O2)O)C(C)CC4CCC(C(C4)OC)OCCO)C)C)O)OC)C)C)C)OC. Drug 2: CN(CC1=CN=C2C(=N1)C(=NC(=N2)N)N)C3=CC=C(C=C3)C(=O)NC(CCC(=O)O)C(=O)O. Cell line: HT29. Synergy scores: CSS=16.2, Synergy_ZIP=-0.937, Synergy_Bliss=-0.202, Synergy_Loewe=-30.7, Synergy_HSA=-4.75.